From a dataset of Full USPTO retrosynthesis dataset with 1.9M reactions from patents (1976-2016). Predict the reactants needed to synthesize the given product. (1) Given the product [Cl:10][CH2:11][C:12]1[NH:8][C:5]2[CH:6]=[CH:7][C:2]([F:1])=[CH:3][C:4]=2[N:9]=1, predict the reactants needed to synthesize it. The reactants are: [F:1][C:2]1[CH:7]=[CH:6][C:5]([NH2:8])=[C:4]([NH2:9])[CH:3]=1.[Cl:10][CH2:11][C:12](O)=O.C([O-])(O)=O.[Na+]. (2) Given the product [CH2:1]([O:2][C:3]([C:5]1[CH:6]=[C:7]2[C:12](=[CH:13][CH:14]=1)[NH:11][CH:10]([C:15]1[CH:20]=[C:19]([N:25]3[CH2:30][CH2:29][O:28][CH2:27][CH2:26]3)[CH:18]=[CH:17][C:16]=1[CH3:22])[CH2:9][C:8]2([CH3:24])[CH3:23])=[O:4])[CH3:32], predict the reactants needed to synthesize it. The reactants are: [CH3:1][O:2][C:3]([C:5]1[CH:6]=[C:7]2[C:12](=[CH:13][CH:14]=1)[NH:11][CH:10]([C:15]1[CH:20]=[C:19](Br)[CH:18]=[CH:17][C:16]=1[CH3:22])[CH2:9][C:8]2([CH3:24])[CH3:23])=[O:4].[NH:25]1[CH2:30][CH2:29][O:28][CH2:27][CH2:26]1.Cl.[CH3:32]N(C)CC(O)=O.C(=O)([O-])[O-].[K+].[K+]. (3) Given the product [C:3]([O:7][C:8]([N:10]1[CH2:15][CH2:14][N:13]([C:16]2[CH:21]=[C:20]([N:22]([S:23]([C:26]3[CH:31]=[CH:30][CH:29]=[C:28]([O:32][CH:33]([F:34])[F:35])[CH:27]=3)(=[O:25])=[O:24])[CH3:38])[CH:19]=[CH:18][C:17]=2[O:36][CH3:37])[CH2:12][CH2:11]1)=[O:9])([CH3:6])([CH3:5])[CH3:4], predict the reactants needed to synthesize it. The reactants are: [H-].[Na+].[C:3]([O:7][C:8]([N:10]1[CH2:15][CH2:14][N:13]([C:16]2[CH:21]=[C:20]([NH:22][S:23]([C:26]3[CH:31]=[CH:30][CH:29]=[C:28]([O:32][CH:33]([F:35])[F:34])[CH:27]=3)(=[O:25])=[O:24])[CH:19]=[CH:18][C:17]=2[O:36][CH3:37])[CH2:12][CH2:11]1)=[O:9])([CH3:6])([CH3:5])[CH3:4].[CH3:38]I. (4) Given the product [CH3:35][O:34][C:32]([NH:11][N:10]([C:8]([C:6]1[C:5]([NH:14][C:15]([C:17]2[N:18]([C:23]3[C:28]([Cl:29])=[CH:27][CH:26]=[CH:25][N:24]=3)[N:19]=[C:20]([Br:22])[CH:21]=2)=[O:16])=[C:4]([CH3:30])[CH:3]=[C:2]([Cl:1])[N:7]=1)=[O:9])[CH2:12][CH3:13])=[O:33], predict the reactants needed to synthesize it. The reactants are: [Cl:1][C:2]1[N:7]=[C:6]([C:8]([N:10]([CH2:12][CH3:13])[NH2:11])=[O:9])[C:5]([NH:14][C:15]([C:17]2[N:18]([C:23]3[C:28]([Cl:29])=[CH:27][CH:26]=[CH:25][N:24]=3)[N:19]=[C:20]([Br:22])[CH:21]=2)=[O:16])=[C:4]([CH3:30])[CH:3]=1.Cl[C:32]([O:34][CH3:35])=[O:33].